From a dataset of Reaction yield outcomes from USPTO patents with 853,638 reactions. Predict the reaction yield, written as a fraction of the theoretical maximum amount of product (1.0 means a 100% yield; for example, 0.34 means a 34% yield). (1) The reactants are N1[C:6]2[CH2:7][CH2:8][N:9]([CH2:11][CH2:12][CH2:13][CH2:14][O:15][C:16]3[CH:25]=[C:24]4[C:19]([CH2:20][CH2:21][C:22](=[O:26])[NH:23]4)=[CH:18][CH:17]=3)[CH2:10][C:5]=2C=NC=1.[S:27]1C2CNCCC=2[CH:29]=[CH:28]1. No catalyst specified. The product is [S:27]1[C:5]2[CH2:10][N:9]([CH2:11][CH2:12][CH2:13][CH2:14][O:15][C:16]3[CH:25]=[C:24]4[C:19]([CH2:20][CH2:21][C:22](=[O:26])[NH:23]4)=[CH:18][CH:17]=3)[CH2:8][CH2:7][C:6]=2[CH:29]=[CH:28]1. The yield is 0.390. (2) The reactants are [NH2:1][C:2]1[C:7]([CH3:8])=[CH:6][C:5](Br)=[CH:4][N:3]=1.[F:10][C:11]([F:22])([F:21])[C:12]1[CH:17]=[CH:16][C:15](B(O)O)=[CH:14][CH:13]=1. No catalyst specified. The product is [CH3:8][C:7]1[C:2]([NH2:1])=[N:3][CH:4]=[C:5]([C:15]2[CH:16]=[CH:17][C:12]([C:11]([F:22])([F:21])[F:10])=[CH:13][CH:14]=2)[CH:6]=1. The yield is 0.880.